Dataset: Experimentally validated miRNA-target interactions with 360,000+ pairs, plus equal number of negative samples. Task: Binary Classification. Given a miRNA mature sequence and a target amino acid sequence, predict their likelihood of interaction. The miRNA is mmu-miR-767 with sequence UGCACCAUGGUUGUCUGAGCA. The protein sequence of the target gene is MDHTASQNAQDLIGIPHLGVSGSSTKWHSELSPTEGPHSAGSSTPGFLSPMAELSHPSPPPPALGSLLQLPDGSPSWSMLEVASGPASTQQIKAGVPGRVHNGVSLPTFKNTETATHEAEPPLFQTAESGAIEMTSRKLASATANDSANPLHLSAAPENSRGPALSAEHTSSLVPSLHITTLGQEQAILSGAVPASPSTGTADFPSILTFLQPTENHASPSPVPEMPTLPAEGSDGSPPATRDLLLSSKVPNLLSTSWTFPRWKKDSVTAILGKNEEANVTIPLQAFPRKEVLSLHTVNG.... Result: 0 (no interaction).